Dataset: TCR-epitope binding with 47,182 pairs between 192 epitopes and 23,139 TCRs. Task: Binary Classification. Given a T-cell receptor sequence (or CDR3 region) and an epitope sequence, predict whether binding occurs between them. (1) The epitope is LLLGIGILV. The TCR CDR3 sequence is CASSLGRLAGGQETQYF. Result: 1 (the TCR binds to the epitope). (2) The epitope is KAFSPEVIPMF. The TCR CDR3 sequence is CASSDPGQYGYTF. Result: 1 (the TCR binds to the epitope). (3) The epitope is SEETGTLIV. The TCR CDR3 sequence is CSAPTGTNEKLFF. Result: 0 (the TCR does not bind to the epitope).